Predict the reactants needed to synthesize the given product. From a dataset of Full USPTO retrosynthesis dataset with 1.9M reactions from patents (1976-2016). (1) Given the product [O:15]1[C:14]2[CH:13]=[CH:12][CH:11]=[C:10]([C:7]([CH3:9])([CH3:8])[CH2:6][C:5](=[O:19])[C:4]([OH:20])=[O:3])[C:18]=2[O:17][CH2:16]1, predict the reactants needed to synthesize it. The reactants are: C([O:3][C:4](=[O:20])[C:5](=[O:19])[CH2:6][C:7]([C:10]1[C:18]2[O:17][CH2:16][O:15][C:14]=2[CH:13]=[CH:12][CH:11]=1)([CH3:9])[CH3:8])C.[OH-].[Na+]. (2) Given the product [F:1][C:2]1[CH:27]=[C:26]([I:28])[CH:25]=[CH:24][C:3]=1[NH:4][C:5]1[C:6]([C:19]([OH:21])=[O:20])=[CH:7][N:8]([CH2:12][CH2:13][O:14][CH2:15][CH2:16][O:17][CH3:18])[C:9](=[O:11])[CH:10]=1, predict the reactants needed to synthesize it. The reactants are: [F:1][C:2]1[CH:27]=[C:26]([I:28])[CH:25]=[CH:24][C:3]=1[NH:4][C:5]1[C:6]([C:19]([O:21]CC)=[O:20])=[CH:7][N:8]([CH2:12][CH2:13][O:14][CH2:15][CH2:16][O:17][CH3:18])[C:9](=[O:11])[CH:10]=1.[OH-].[Na+]. (3) Given the product [NH2:25][C@@H:17]([CH2:18][C:19]1[CH:24]=[CH:23][CH:22]=[CH:21][CH:20]=1)[C:16]([NH:15][C:4]1[CH:5]=[C:6]([C:8]2[CH:13]=[CH:12][N:11]=[C:10]([CH3:14])[CH:9]=2)[CH:7]=[C:2]([Cl:1])[CH:3]=1)=[O:33], predict the reactants needed to synthesize it. The reactants are: [Cl:1][C:2]1[CH:3]=[C:4]([NH:15][C:16](=[O:33])[C@@H:17]([NH:25]C(=O)OC(C)(C)C)[CH2:18][C:19]2[CH:24]=[CH:23][CH:22]=[CH:21][CH:20]=2)[CH:5]=[C:6]([C:8]2[CH:13]=[CH:12][N:11]=[C:10]([CH3:14])[CH:9]=2)[CH:7]=1.C(O)(C(F)(F)F)=O.